From a dataset of Full USPTO retrosynthesis dataset with 1.9M reactions from patents (1976-2016). Predict the reactants needed to synthesize the given product. (1) The reactants are: [NH2:1][CH2:2][CH2:3][CH2:4][O:5][C:6]1[CH:35]=[CH:34][C:9]([C:10]([N:12]2[C:21]3[C:16](=[CH:17][CH:18]=[CH:19][CH:20]=3)[C@H:15]([N:22]([C:26]3[CH:31]=[CH:30][C:29]([Cl:32])=[CH:28][CH:27]=3)[C:23](=[O:25])[CH3:24])[CH2:14][C@@H:13]2[CH3:33])=[O:11])=[CH:8][CH:7]=1.C(N(CC)CC)C.Br[CH2:44][CH2:45][O:46][C:47](Cl)=[O:48].C([O-])([O-])=O.[Cs+].[Cs+]. Given the product [Cl:32][C:29]1[CH:30]=[CH:31][C:26]([N:22]([C@H:15]2[C:16]3[C:21](=[CH:20][CH:19]=[CH:18][CH:17]=3)[N:12]([C:10](=[O:11])[C:9]3[CH:8]=[CH:7][C:6]([O:5][CH2:4][CH2:3][CH2:2][N:1]4[CH2:44][CH2:45][O:46][C:47]4=[O:48])=[CH:35][CH:34]=3)[C@@H:13]([CH3:33])[CH2:14]2)[C:23](=[O:25])[CH3:24])=[CH:27][CH:28]=1, predict the reactants needed to synthesize it. (2) Given the product [C:21]([C:19]1[CH:18]=[C:17]([C:23]2[CH:28]=[CH:27][CH:26]=[C:25]([CH2:29][NH:30][C:31](=[O:37])[O:32][C:33]([CH3:35])([CH3:34])[CH3:36])[CH:24]=2)[CH:16]=[C:15]([O:14][C:12]2[C:11]([F:38])=[CH:10][C:9]([F:39])=[C:8]([OH:7])[N:13]=2)[CH:20]=1)#[N:22], predict the reactants needed to synthesize it. The reactants are: ClC1C=CC(C[O:7][C:8]2[N:13]=[C:12]([O:14][C:15]3[CH:16]=[C:17]([C:23]4[CH:28]=[CH:27][CH:26]=[C:25]([CH2:29][NH:30][C:31](=[O:37])[O:32][C:33]([CH3:36])([CH3:35])[CH3:34])[CH:24]=4)[CH:18]=[C:19]([C:21]#[N:22])[CH:20]=3)[C:11]([F:38])=[CH:10][C:9]=2[F:39])=CC=1.B(Br)(Br)Br.O(C(OC(C)(C)C)=O)C(OC(C)(C)C)=O.OS([O-])(=O)=O.[Na+].